The task is: Regression/Classification. Given a drug SMILES string, predict its absorption, distribution, metabolism, or excretion properties. Task type varies by dataset: regression for continuous measurements (e.g., permeability, clearance, half-life) or binary classification for categorical outcomes (e.g., BBB penetration, CYP inhibition). Dataset: cyp2c19_veith.. This data is from CYP2C19 inhibition data for predicting drug metabolism from PubChem BioAssay. The compound is O=C(N/N=C1/C[C@@H](O)[C@@H](O)[C@@H]2[C@@H]3C(=O)N(Cc4ccccc4)C(=O)[C@H]3CC[C@@H]12)OCc1ccccc1. The result is 0 (non-inhibitor).